From a dataset of Forward reaction prediction with 1.9M reactions from USPTO patents (1976-2016). Predict the product of the given reaction. (1) The product is: [CH3:18][C:17]1[C:16]([C:19]2[CH:20]=[C:21]3[C:25](=[CH:26][CH:27]=2)[NH:24][N:23]=[C:22]3[C:34]2[NH:35][CH:36]=[C:37]([CH3:39])[N:38]=2)=[CH:15][N:14]=[CH:13][C:12]=1[CH2:11][NH:3][CH2:1][CH3:2]. Given the reactants [CH2:1]([N:3]([CH2:11][C:12]1[CH:13]=[N:14][CH:15]=[C:16]([C:19]2[CH:20]=[C:21]3[C:25](=[CH:26][CH:27]=2)[N:24](C2CCCCO2)[N:23]=[C:22]3[C:34]2[N:35](COCC[Si](C)(C)C)[CH:36]=[C:37]([CH3:39])[N:38]=2)[C:17]=1[CH3:18])C(=O)OC(C)(C)C)[CH3:2], predict the reaction product. (2) Given the reactants [CH3:1][C:2]1[CH:3]=[N:4][C:5]2[CH:6]=[CH:7][CH:8]=[C:9]([C:12](O)=[O:13])[C:10]=2[CH:11]=1.C(N(CC)CC)C.ClC(OCC)=O.[BH4-].[Na+], predict the reaction product. The product is: [CH3:1][C:2]1[CH:3]=[N:4][C:5]2[C:10]([CH:11]=1)=[C:9]([CH2:12][OH:13])[CH:8]=[CH:7][CH:6]=2. (3) Given the reactants [F:1][C:2]1[CH:7]=[CH:6][C:5]([N:8]2[C:16]3[C:11](=[CH:12][C:13]([O:17][C@H:18]([C:22]4[CH:27]=[CH:26][CH:25]=[C:24]([O:28][CH3:29])[CH:23]=4)[C@@H:19]([NH2:21])[CH3:20])=[CH:14][CH:15]=3)[CH:10]=[N:9]2)=[CH:4][CH:3]=1.[OH:30][C:31]1[CH:35]=[C:34]([C:36]([F:39])([F:38])[F:37])[S:33][C:32]=1[C:40](O)=[O:41], predict the reaction product. The product is: [F:1][C:2]1[CH:3]=[CH:4][C:5]([N:8]2[C:16]3[C:11](=[CH:12][C:13]([O:17][C@H:18]([C:22]4[CH:27]=[CH:26][CH:25]=[C:24]([O:28][CH3:29])[CH:23]=4)[C@@H:19]([NH:21][C:40]([C:32]4[S:33][C:34]([C:36]([F:39])([F:37])[F:38])=[CH:35][C:31]=4[OH:30])=[O:41])[CH3:20])=[CH:14][CH:15]=3)[CH:10]=[N:9]2)=[CH:6][CH:7]=1. (4) Given the reactants C([O:8][C:9]1[C:14](=[O:15])[N:13]2[CH:16]=[C:17]([CH3:20])[CH:18]=[CH:19][C:12]2=[N:11][C:10]=1[C:21]1[O:22][C:23]([C:26]2[CH:27]=[C:28]([CH3:32])[CH:29]=[CH:30][CH:31]=2)=[N:24][N:25]=1)C1C=CC=CC=1.C[Si](I)(C)C.N#N.CO, predict the reaction product. The product is: [OH:8][C:9]1[C:14](=[O:15])[N:13]2[CH:16]=[C:17]([CH3:20])[CH:18]=[CH:19][C:12]2=[N:11][C:10]=1[C:21]1[O:22][C:23]([C:26]2[CH:27]=[C:28]([CH3:32])[CH:29]=[CH:30][CH:31]=2)=[N:24][N:25]=1. (5) Given the reactants C[O:2][C:3]([C:5]1[O:6][C:7]2[CH:13]=[C:12]([CH2:14][CH2:15][CH2:16][CH3:17])[CH:11]=[CH:10][C:8]=2[CH:9]=1)=O.[H-].[Al+3].[Li+].[H-].[H-].[H-].Cl, predict the reaction product. The product is: [CH2:14]([C:12]1[CH:11]=[CH:10][C:8]2[CH:9]=[C:5]([CH2:3][OH:2])[O:6][C:7]=2[CH:13]=1)[CH2:15][CH2:16][CH3:17].